This data is from Full USPTO retrosynthesis dataset with 1.9M reactions from patents (1976-2016). The task is: Predict the reactants needed to synthesize the given product. Given the product [CH2:20]([O:14][CH2:13][CH2:12][C@H:11]([NH:10][C:8]([O:7][C:4]([CH3:3])([CH3:5])[CH3:6])=[O:9])[C:15]([OH:17])=[O:16])[CH:19]=[CH2:18], predict the reactants needed to synthesize it. The reactants are: [H-].[Na+].[CH3:3][C:4]([O:7][C:8]([NH:10][C@H:11]([C:15]([OH:17])=[O:16])[CH2:12][CH2:13][OH:14])=[O:9])([CH3:6])[CH3:5].[CH2:18](Br)[CH:19]=[CH2:20].